From a dataset of Full USPTO retrosynthesis dataset with 1.9M reactions from patents (1976-2016). Predict the reactants needed to synthesize the given product. (1) Given the product [OH:16][CH:15]([CH2:17][N:34]1[CH2:39][CH2:38][O:37][CH2:36][CH2:35]1)[CH2:14][O:13][C:12]1[CH:11]=[C:10]2[C:5]([C:6]([O:18][C:19]3[CH:24]=[CH:23][C:22]([CH3:25])=[CH:21][C:20]=3[C:26]([C:28]3[CH:29]=[CH:30][CH:31]=[CH:32][CH:33]=3)=[O:27])=[CH:7][CH:8]=[N:9]2)=[CH:4][C:3]=1[O:2][CH3:1], predict the reactants needed to synthesize it. The reactants are: [CH3:1][O:2][C:3]1[CH:4]=[C:5]2[C:10](=[CH:11][C:12]=1[O:13][CH2:14][CH:15]1[CH2:17][O:16]1)[N:9]=[CH:8][CH:7]=[C:6]2[O:18][C:19]1[CH:24]=[CH:23][C:22]([CH3:25])=[CH:21][C:20]=1[C:26]([C:28]1[CH:33]=[CH:32][CH:31]=[CH:30][CH:29]=1)=[O:27].[NH:34]1[CH2:39][CH2:38][O:37][CH2:36][CH2:35]1.O. (2) Given the product [CH3:1][O:2][CH:3]1[CH2:8][CH2:7][N:6]([C:9]2[CH:10]=[CH:11][C:12]([N+:23]([O-:25])=[O:24])=[C:13]([C:34]3[CH2:39][CH2:38][C:37]4([CH2:40][CH2:41][CH2:42][CH2:43][CH2:44]4)[CH2:36][CH:35]=3)[CH:14]=2)[CH2:5][CH2:4]1, predict the reactants needed to synthesize it. The reactants are: [CH3:1][O:2][CH:3]1[CH2:8][CH2:7][N:6]([C:9]2[CH:10]=[CH:11][C:12]([N+:23]([O-:25])=[O:24])=[C:13](OS(C(F)(F)F)(=O)=O)[CH:14]=2)[CH2:5][CH2:4]1.CC1(C)C(C)(C)OB([C:34]2[CH2:39][CH2:38][C:37]3([CH2:44][CH2:43][CH2:42][CH2:41][CH2:40]3)[CH2:36][CH:35]=2)O1. (3) Given the product [Cl:1][C:2]1[CH:7]=[CH:6][C:5]([C:8]2[CH:12]=[CH:11][N:10]([C:39]3[CH:40]=[CH:41][C:36]([Cl:35])=[CH:37][CH:38]=3)[N:9]=2)=[CH:4][C:3]=1[CH2:13][NH:14][C:15](=[O:18])[O:16][CH3:17], predict the reactants needed to synthesize it. The reactants are: [Cl:1][C:2]1[CH:7]=[CH:6][C:5]([C:8]2[CH:12]=[CH:11][NH:10][N:9]=2)=[CH:4][C:3]=1[CH2:13][NH:14][C:15](=[O:18])[O:16][CH3:17].CN[C@@H]1CCCC[C@H]1NC.C(=O)([O-])[O-].[K+].[K+].[Cl:35][C:36]1[CH:41]=[CH:40][C:39](I)=[CH:38][CH:37]=1. (4) Given the product [CH2:11]([O:1][C:2]1[CH:9]=[CH:8][C:5]([CH:6]=[O:7])=[CH:4][CH:3]=1)[CH2:12][CH2:13][CH2:14][CH2:15][CH2:16][CH2:17][CH2:18][CH3:19], predict the reactants needed to synthesize it. The reactants are: [OH:1][C:2]1[CH:9]=[CH:8][C:5]([CH:6]=[O:7])=[CH:4][CH:3]=1.Br[CH2:11][CH2:12][CH2:13][CH2:14][CH2:15][CH2:16][CH2:17][CH2:18][CH3:19]. (5) Given the product [CH2:6]([C:12]1[O:13][C:14]([I:17])=[CH:15][CH:16]=1)[CH2:7][CH2:8][CH2:9][CH2:10][CH3:11], predict the reactants needed to synthesize it. The reactants are: [Li]CCCC.[CH2:6]([C:12]1[O:13][CH:14]=[CH:15][CH:16]=1)[CH2:7][CH2:8][CH2:9][CH2:10][CH3:11].[I:17]I.O. (6) Given the product [Cl:1][C:2]1[C:7]([F:8])=[CH:6][CH:5]=[C:4]([Cl:9])[C:3]=1[CH:10]([C:12]1[C:20]2[C:15](=[N:16][CH:17]=[C:18]([C:21]3[CH:22]=[N:23][N:24]([CH:26]4[CH2:27][CH2:28][N:29]([C:37]([NH2:36])=[O:38])[CH2:30][CH2:31]4)[CH:25]=3)[CH:19]=2)[NH:14][CH:13]=1)[CH3:11], predict the reactants needed to synthesize it. The reactants are: [Cl:1][C:2]1[C:7]([F:8])=[CH:6][CH:5]=[C:4]([Cl:9])[C:3]=1[CH:10]([C:12]1[C:20]2[C:15](=[N:16][CH:17]=[C:18]([C:21]3[CH:22]=[N:23][N:24]([CH:26]4[CH2:31][CH2:30][NH:29][CH2:28][CH2:27]4)[CH:25]=3)[CH:19]=2)[NH:14][CH:13]=1)[CH3:11].C[Si]([N:36]=[C:37]=[O:38])(C)C.CCN(C(C)C)C(C)C. (7) Given the product [CH3:15][C:16]1[CH:21]=[CH:20][CH:19]=[C:18]([CH3:22])[C:17]=1[C:2]1[N:14]=[CH:13][CH:12]=[CH:11][C:3]=1[C:4]([N:6]([CH2:9][CH3:10])[CH2:7][CH3:8])=[O:5], predict the reactants needed to synthesize it. The reactants are: Br[C:2]1[N:14]=[CH:13][CH:12]=[CH:11][C:3]=1[C:4]([N:6]([CH2:9][CH3:10])[CH2:7][CH3:8])=[O:5].[CH3:15][C:16]1[CH:21]=[CH:20][CH:19]=[C:18]([CH3:22])[C:17]=1B(O)O.C(=O)([O-])[O-].[K+].[K+]. (8) Given the product [C:59]([C:58]1[CH:61]=[CH:62][C:63]([N:64]2[CH2:69][CH2:68][N:67]([C:11]([C:10]3[CH:14]=[C:15]([S:18]([NH2:19])(=[O:21])=[O:20])[CH:16]=[CH:17][C:9]=3[O:8][CH2:7][C:6]3[CH:5]=[CH:4][C:3]([O:2][CH3:1])=[CH:23][CH:22]=3)=[O:13])[CH2:66][CH2:65]2)=[CH:56][C:57]=1[F:42])#[N:60], predict the reactants needed to synthesize it. The reactants are: [CH3:1][O:2][C:3]1[CH:23]=[CH:22][C:6]([CH2:7][O:8][C:9]2[CH:17]=[CH:16][C:15]([S:18](=[O:21])(=[O:20])[NH2:19])=[CH:14][C:10]=2[C:11]([OH:13])=O)=[CH:5][CH:4]=1.CN(C(ON1N=NC2C=CC=CC1=2)=[N+](C)C)C.[B-](F)(F)(F)[F:42].C(N(C(C)C)C(C)C)C.F[C:56]1[CH:57]=[C:58]([CH:61]=[CH:62][C:63]=1[N:64]1[CH2:69][CH2:68][NH:67][CH2:66][CH2:65]1)[C:59]#[N:60]. (9) Given the product [Cl:1][C:2]1[CH:3]=[CH:4][C:5]2[NH:11][C:10](=[O:12])[CH2:9][C:8]3[CH:13]=[N:23][C:22]([C:21]([CH3:26])([CH3:25])[CH3:20])=[N:24][C:7]=3[C:6]=2[CH:18]=1, predict the reactants needed to synthesize it. The reactants are: [Cl:1][C:2]1[CH:3]=[CH:4][C:5]2[NH:11][C:10](=[O:12])[CH2:9][C:8](=[CH:13]N(C)C)[C:7](=O)[C:6]=2[CH:18]=1.Cl.[CH3:20][C:21]([CH3:26])([CH3:25])[C:22]([NH2:24])=[NH:23].